This data is from Full USPTO retrosynthesis dataset with 1.9M reactions from patents (1976-2016). The task is: Predict the reactants needed to synthesize the given product. (1) Given the product [NH2:22][C:19]1[CH:20]=[C:21]2[C:16](=[CH:17][CH:18]=1)[NH:15][C:14](=[O:30])[C:13]12[CH2:12][CH:11]1[C:7]1[CH:6]=[C:5]2[C:10]([C:2]([C:41]3[CH:40]=[CH:39][C:38]([N:35]4[CH2:34][CH2:33][N:32]([CH3:31])[CH2:37][CH2:36]4)=[CH:43][CH:42]=3)=[N:3][NH:4]2)=[CH:9][CH:8]=1, predict the reactants needed to synthesize it. The reactants are: I[C:2]1[C:10]2[C:5](=[CH:6][C:7]([CH:11]3[C:13]4([C:21]5[C:16](=[CH:17][CH:18]=[C:19]([NH:22]C(=O)OC(C)(C)C)[CH:20]=5)[NH:15][C:14]4=[O:30])[CH2:12]3)=[CH:8][CH:9]=2)[NH:4][N:3]=1.[CH3:31][N:32]1[CH2:37][CH2:36][N:35]([C:38]2[CH:43]=[CH:42][C:41](B3OC(C)(C)C(C)(C)O3)=[CH:40][CH:39]=2)[CH2:34][CH2:33]1.C(O)(C(F)(F)F)=O. (2) The reactants are: [F:1][C:2]1[CH:3]=[C:4]([CH:16]=[C:17]([C:19]([F:22])([F:21])[F:20])[CH:18]=1)[CH2:5][C:6]1[CH:7]=[C:8]([CH:13]=[CH:14][N:15]=1)[C:9]([O:11][CH3:12])=[O:10]. Given the product [F:1][C:2]1[CH:3]=[C:4]([CH:16]=[C:17]([C:19]([F:22])([F:20])[F:21])[CH:18]=1)[CH2:5][CH:6]1[CH2:7][CH:8]([C:9]([O:11][CH3:12])=[O:10])[CH2:13][CH2:14][NH:15]1, predict the reactants needed to synthesize it. (3) Given the product [Br:19][C:4]1[C:5]2[C:10](=[CH:9][CH:8]=[CH:7][CH:6]=2)[C:1](=[O:11])[NH:2][CH:3]=1, predict the reactants needed to synthesize it. The reactants are: [C:1]1(=[O:11])[C:10]2[C:5](=[CH:6][CH:7]=[CH:8][CH:9]=2)[CH:4]=[CH:3][NH:2]1.C1C(=O)N([Br:19])C(=O)C1. (4) Given the product [OH:26][C:24]([CH3:27])([CH3:25])[CH2:23][C@H:20]1[CH2:21][O:22][C@@:18]([C@@H:14]2[C@:13]3([CH3:29])[C@H:17]([C@@H:9]([OH:8])[CH2:10][CH2:11][CH2:12]3)[CH2:16][CH2:15]2)([CH3:28])[CH2:19]1, predict the reactants needed to synthesize it. The reactants are: [Si]([O:8][C@@H:9]1[C@H:17]2[C@@:13]([CH3:29])([C@@H:14]([C@@:18]3([CH3:28])[O:22][CH2:21][C@H:20]([CH2:23][C:24]([CH3:27])([OH:26])[CH3:25])[CH2:19]3)[CH2:15][CH2:16]2)[CH2:12][CH2:11][CH2:10]1)(C(C)(C)C)(C)C.[N+](CCCC)(CCCC)(CCCC)CCCC.[F-].O.CCOC(C)=O.